From a dataset of Forward reaction prediction with 1.9M reactions from USPTO patents (1976-2016). Predict the product of the given reaction. Given the reactants [F:1][C:2]1[CH:3]=[C:4]([NH:9][C:10]([C:12]2[NH:13][C:14]3[C:19]([CH:20]=2)=[CH:18][C:17]([CH:21]([CH:23]2[CH2:27][CH2:26][NH:25][CH2:24]2)[CH3:22])=[CH:16][CH:15]=3)=[O:11])[CH:5]=[C:6]([F:8])[CH:7]=1.Br[CH2:29][C:30]#[N:31], predict the reaction product. The product is: [C:30]([CH2:29][N:25]1[CH2:26][CH2:27][CH:23]([CH:21]([C:17]2[CH:18]=[C:19]3[C:14](=[CH:15][CH:16]=2)[NH:13][C:12]([C:10]([NH:9][C:4]2[CH:5]=[C:6]([F:8])[CH:7]=[C:2]([F:1])[CH:3]=2)=[O:11])=[CH:20]3)[CH3:22])[CH2:24]1)#[N:31].